From a dataset of Full USPTO retrosynthesis dataset with 1.9M reactions from patents (1976-2016). Predict the reactants needed to synthesize the given product. (1) Given the product [O:6]=[C:4]([N:9]1[CH2:13][CH2:12][CH2:11][CH2:10]1)[CH2:3][C:1]#[N:2], predict the reactants needed to synthesize it. The reactants are: [C:1]([CH2:3][C:4]([O:6]CC)=O)#[N:2].[NH:9]1[CH2:13][CH2:12][CH2:11][CH2:10]1. (2) The reactants are: N(CCNC(C1NC2C(C=1)=CC(NC(C1OC3C=CC(NC(=O)CNC(N)=N)=CC=3C=1)=O)=CC=2)=O)C(N)=N.[N+](C1C=C2C(=CC=1)NC(C(O)=O)=C2)([O-])=O.[N+](C1C=CC2OC(C(O)=O)=CC=2C=1)([O-])=O.[NH:69]([CH2:73][CH2:74][NH:75][C:76]([C:78]1[NH:79][C:80]2[C:85]([CH:86]=1)=[CH:84][C:83]([NH:87][C:88]([C:90]1[NH:91][C:92]3[C:97]([CH:98]=1)=[CH:96][C:95]([NH:99][C:100](=[O:106])[CH2:101][NH:102][C:103]([NH2:105])=[NH:104])=[CH:94][CH:93]=3)=[O:89])=[CH:82][CH:81]=2)=[O:77])C(N)=N. Given the product [NH2:69][CH2:73][CH2:74][NH:75][C:76]([C:78]1[NH:79][C:80]2[C:85]([CH:86]=1)=[CH:84][C:83]([NH:87][C:88]([C:90]1[NH:91][C:92]3[C:97]([CH:98]=1)=[CH:96][C:95]([NH:99][C:100](=[O:106])[CH2:101][NH:102][C:103]([NH2:105])=[NH:104])=[CH:94][CH:93]=3)=[O:89])=[CH:82][CH:81]=2)=[O:77], predict the reactants needed to synthesize it. (3) The reactants are: C(OC([NH:8][C@@H:9]([C:28]1[CH:33]=[CH:32][CH:31]=[CH:30][CH:29]=1)[C:10]1[CH:11]=[C:12]([CH:25]=[CH:26][CH:27]=1)[O:13][CH2:14][C:15]1[CH:24]=[CH:23][C:18]([C:19]([O:21][CH3:22])=[O:20])=[CH:17][CH:16]=1)=O)(C)(C)C.[ClH:34].O1CCOCC1. Given the product [ClH:34].[NH2:8][C@@H:9]([C:28]1[CH:29]=[CH:30][CH:31]=[CH:32][CH:33]=1)[C:10]1[CH:11]=[C:12]([CH:25]=[CH:26][CH:27]=1)[O:13][CH2:14][C:15]1[CH:24]=[CH:23][C:18]([C:19]([O:21][CH3:22])=[O:20])=[CH:17][CH:16]=1, predict the reactants needed to synthesize it. (4) Given the product [F:1][C:2]1[CH:3]=[C:4]([NH:18][C:60]([NH:59][C:57](=[O:58])[CH2:56][CH2:55][C:49]2[CH:50]=[CH:51][CH:52]=[CH:53][CH:54]=2)=[S:61])[CH:5]=[CH:6][C:7]=1[O:8][C:9]1[CH:14]=[CH:13][N:12]=[C:11]2[CH:15]=[CH:16][S:17][C:10]=12, predict the reactants needed to synthesize it. The reactants are: [F:1][C:2]1[CH:3]=[C:4]([NH2:18])[CH:5]=[CH:6][C:7]=1[O:8][C:9]1[CH:14]=[CH:13][N:12]=[C:11]2[CH:15]=[CH:16][S:17][C:10]=12.FC1C=C(NC(NC(=O)CC2C=CC=CC=2)=S)C=CC=1OC1C=CN=C2C=CSC=12.[C:49]1([CH2:55][CH2:56][C:57]([N:59]=[C:60]=[S:61])=[O:58])[CH:54]=[CH:53][CH:52]=[CH:51][CH:50]=1. (5) The reactants are: [O:1]=[S:2]1(=[O:35])[CH2:7][CH2:6][N:5]([CH2:8][C:9]2[CH:14]=[CH:13][C:12]([NH:15][C:16]([C:18]3[CH:23]=[CH:22][C:21]([C:24]4[CH:29]=[C:28]([C:30](=[NH:33])[NH:31][OH:32])[CH:27]=[CH:26][C:25]=4[CH3:34])=[CH:20][CH:19]=3)=[O:17])=[CH:11][CH:10]=2)[CH2:4][CH2:3]1.[CH:36]1([C:39](Cl)=O)[CH2:38][CH2:37]1. Given the product [O:35]=[S:2]1(=[O:1])[CH2:7][CH2:6][N:5]([CH2:8][C:9]2[CH:14]=[CH:13][C:12]([NH:15][C:16]([C:18]3[CH:19]=[CH:20][C:21]([C:24]4[CH:29]=[C:28]([C:30]5[N:33]=[C:39]([CH:36]6[CH2:38][CH2:37]6)[O:32][N:31]=5)[CH:27]=[CH:26][C:25]=4[CH3:34])=[CH:22][CH:23]=3)=[O:17])=[CH:11][CH:10]=2)[CH2:4][CH2:3]1, predict the reactants needed to synthesize it.